From a dataset of Full USPTO retrosynthesis dataset with 1.9M reactions from patents (1976-2016). Predict the reactants needed to synthesize the given product. (1) Given the product [Cl:1][C:2]1[C:7]([C:8]2[CH:9]=[CH:10][CH:11]=[CH:12][CH:13]=2)=[N:6][N:5]=[C:4]2[N:14]([CH2:23][CH:24]=[O:25])[N:15]=[C:16]([C:17]3[CH:22]=[CH:21][CH:20]=[CH:19][CH:18]=3)[C:3]=12, predict the reactants needed to synthesize it. The reactants are: [Cl:1][C:2]1[C:7]([C:8]2[CH:13]=[CH:12][CH:11]=[CH:10][CH:9]=2)=[N:6][N:5]=[C:4]2[N:14]([CH2:23][CH2:24][OH:25])[N:15]=[C:16]([C:17]3[CH:22]=[CH:21][CH:20]=[CH:19][CH:18]=3)[C:3]=12.CC(OI1(OC(C)=O)(OC(C)=O)OC(=O)C2C=CC=CC1=2)=O. (2) Given the product [NH2:6][C:5]1[CH:7]=[CH:8][N:1]([C@@H:20]2[CH2:21][O:22][C@H:23]3[C@@H:24]([O:25][CH:26]([C:29]4[CH:34]=[CH:33][CH:32]=[CH:31][CH:30]=4)[O:27][CH2:28]3)[C@@H:19]2[F:18])[C:2](=[O:3])[N:4]=1, predict the reactants needed to synthesize it. The reactants are: [NH:1]1[CH:8]=[CH:7][C:5]([NH2:6])=[N:4][C:2]1=[O:3].[Li]CCCC.CS(C)=O.[F:18][C@H:19]1[C@@H:24]2[O:25][CH:26]([C:29]3[CH:34]=[CH:33][CH:32]=[CH:31][CH:30]=3)[O:27][CH2:28][C@H:23]2[O:22][CH2:21][C@@H:20]1OS(C(F)(F)F)(=O)=O. (3) The reactants are: [O:1]1[C:5]2[CH:6]=[CH:7][CH:8]=[CH:9][C:4]=2[N:3]=[C:2]1[NH:10][C:11]1[CH:16]=[CH:15][C:14]([NH:17][C:18]2[C:23]([N+:24]([O-])=O)=[CH:22][CH:21]=[CH:20][N:19]=2)=[CH:13][CH:12]=1. Given the product [O:1]1[C:5]2[CH:6]=[CH:7][CH:8]=[CH:9][C:4]=2[N:3]=[C:2]1[NH:10][C:11]1[CH:12]=[CH:13][C:14]([NH:17][C:18]2[C:23]([NH2:24])=[CH:22][CH:21]=[CH:20][N:19]=2)=[CH:15][CH:16]=1, predict the reactants needed to synthesize it. (4) The reactants are: [NH2:1][C:2]1[CH:3]=[CH:4][C:5]([F:10])=[C:6]([CH:9]=1)[C:7]#[N:8].[Cl:11][S:12]([C:15]1[CH:16]=[C:17]([C:21](Cl)=[O:22])[N:18]([CH3:20])[CH:19]=1)(=[O:14])=[O:13]. Given the product [C:7]([C:6]1[CH:9]=[C:2]([NH:1][C:21]([C:17]2[N:18]([CH3:20])[CH:19]=[C:15]([S:12]([Cl:11])(=[O:14])=[O:13])[CH:16]=2)=[O:22])[CH:3]=[CH:4][C:5]=1[F:10])#[N:8], predict the reactants needed to synthesize it. (5) Given the product [I:1][C:2]1[CH:3]=[C:4]([CH:5]=[CH:6][CH:7]=1)[O:8][CH2:16][C:17]([O:19][C:20]([CH3:23])([CH3:22])[CH3:21])=[O:18], predict the reactants needed to synthesize it. The reactants are: [I:1][C:2]1[CH:3]=[C:4]([OH:8])[CH:5]=[CH:6][CH:7]=1.C(=O)([O-])[O-].[K+].[K+].Br[CH2:16][C:17]([O:19][C:20]([CH3:23])([CH3:22])[CH3:21])=[O:18].O. (6) Given the product [CH2:12]([N:11]1[C:7]([C:5]2[S:6][C:2]([Br:1])=[CH:3][CH:4]=2)=[N:8][N:9]=[N:10]1)[C:13]1[CH:18]=[CH:17][CH:16]=[CH:15][CH:14]=1, predict the reactants needed to synthesize it. The reactants are: [Br:1][C:2]1[S:6][C:5]([C:7]2[NH:11][N:10]=[N:9][N:8]=2)=[CH:4][CH:3]=1.[CH2:12](Br)[C:13]1[CH:18]=[CH:17][CH:16]=[CH:15][CH:14]=1.Cl.ClCC1C(C)=NC=CC=1.